This data is from Reaction yield outcomes from USPTO patents with 853,638 reactions. The task is: Predict the reaction yield, written as a fraction of the theoretical maximum amount of product (1.0 means a 100% yield; for example, 0.34 means a 34% yield). (1) The reactants are [H-].[Al+3].[Li+].[H-].[H-].[H-].C[O:8][C:9]([C:11]1[N:12]([CH3:28])[C:13]([C:17]2[CH:22]=[CH:21][CH:20]=[C:19]([O:23][C:24]([F:27])([F:26])[F:25])[CH:18]=2)=[N:14][C:15]=1[Br:16])=O.CCOC(C)=O.Cl. The catalyst is C1COCC1.O. The product is [Br:16][C:15]1[N:14]=[C:13]([C:17]2[CH:22]=[CH:21][CH:20]=[C:19]([O:23][C:24]([F:27])([F:26])[F:25])[CH:18]=2)[N:12]([CH3:28])[C:11]=1[CH2:9][OH:8]. The yield is 0.990. (2) The reactants are C(=O)([O-])[O-].[Na+].[Na+].[C:7]([C:10]1[CH:17]=[C:16]([Cl:18])[C:13]([C:14]#[N:15])=[C:12](Br)[C:11]=1[O:20][CH3:21])(=[O:9])[CH3:8].[CH3:22][N:23]([CH3:35])[C:24]([C:26]1[N:31]=[CH:30][C:29](B(O)O)=[CH:28][CH:27]=1)=[O:25].N#N.ClCCl. The catalyst is O.C(#N)C.C1C=CC(P(C2C=CC=CC=2)[C-]2C=CC=C2)=CC=1.C1C=CC(P(C2C=CC=CC=2)[C-]2C=CC=C2)=CC=1.Cl[Pd]Cl.[Fe+2]. The product is [C:7]([C:10]1[C:11]([O:20][CH3:21])=[C:12]([C:29]2[CH:28]=[CH:27][C:26]([C:24]([N:23]([CH3:35])[CH3:22])=[O:25])=[N:31][CH:30]=2)[C:13]([C:14]#[N:15])=[C:16]([Cl:18])[CH:17]=1)(=[O:9])[CH3:8]. The yield is 0.710. (3) The reactants are [F:1][C:2]1[CH:3]=[C:4]2[C:13](=[CH:14][CH:15]=1)[C:12]1[CH:11]=[CH:10][CH:9]=[CH:8][C:7]=1[N:6]([S:16]([C:19]1[CH:24]=[CH:23][C:22]([O:25]C)=[C:21]([F:27])[CH:20]=1)(=[O:18])=[O:17])[CH:5]2[CH3:28].C1CCCCC=1.B(Br)(Br)Br.ClCCl. The yield is 0.820. The product is [F:27][C:21]1[CH:20]=[C:19]([S:16]([N:6]2[CH:5]([CH3:28])[C:4]3[C:13](=[CH:14][CH:15]=[C:2]([F:1])[CH:3]=3)[C:12]3[CH:11]=[CH:10][CH:9]=[CH:8][C:7]2=3)(=[O:17])=[O:18])[CH:24]=[CH:23][C:22]=1[OH:25]. No catalyst specified. (4) The reactants are [CH3:1][CH2:2][N:3]([CH:7]([CH3:9])C)[CH:4]([CH3:6])C.N1CCCC1.BrC[C:17]1[CH:22]=[C:21]([N+:23]([O-:25])=[O:24])[CH:20]=C[C:18]=1[F:26].CCOC(C)=O. The catalyst is C1COCC1. The product is [F:26][C:18]1[CH:17]=[CH:22][C:21]([N+:23]([O-:25])=[O:24])=[CH:20][C:9]=1[CH2:7][N:3]1[CH2:2][CH2:1][CH2:6][CH2:4]1. The yield is 0.940. (5) The reactants are FC(F)(F)C1C=CC=C(C(F)(F)F)C=1.[F:15][C:16]([F:27])([F:26])[C:17]1[CH:25]=[CH:24][C:20]([C:21](Cl)=[O:22])=[CH:19][CH:18]=1.[H][H]. The catalyst is O. The product is [F:15][C:16]([F:26])([F:27])[C:17]1[CH:25]=[CH:24][C:20]([CH:21]=[O:22])=[CH:19][CH:18]=1. The yield is 0.540. (6) The reactants are [O:1]([C:8]1[CH:9]=[C:10]([C:14]23[CH2:21][CH2:20][C:17]([CH:22]=[CH2:23])([CH2:18][CH2:19]2)[O:16][CH2:15]3)[CH:11]=[CH:12][CH:13]=1)[C:2]1[CH:7]=[CH:6][CH:5]=[CH:4][CH:3]=1.[OH:24]O. The yield is 0.570. The product is [O:1]([C:8]1[CH:9]=[C:10]([C:14]23[CH2:21][CH2:20][C:17]([CH2:22][CH2:23][OH:24])([CH2:18][CH2:19]2)[O:16][CH2:15]3)[CH:11]=[CH:12][CH:13]=1)[C:2]1[CH:3]=[CH:4][CH:5]=[CH:6][CH:7]=1. The catalyst is C1COCC1.CCOCC.[OH-].[Na+].CCOC(C)=O. (7) The reactants are [C:1](=[O:23])([O:20][CH2:21][CH3:22])[O:2][C:3]1[CH:8]=[CH:7][C:6]([CH3:9])=[CH:5][C:4]=1[CH:10]1[CH:17]2[CH2:18][CH:13]3[CH2:14][CH:15]([CH2:19][CH:11]1[CH2:12]3)[CH2:16]2.[N+:24]([O-])([O-:26])=[O:25].[K+]. The catalyst is OS(O)(=O)=O. The product is [C:1](=[O:23])([O:20][CH2:21][CH3:22])[O:2][C:3]1[CH:8]=[C:7]([N+:24]([O-:26])=[O:25])[C:6]([CH3:9])=[CH:5][C:4]=1[CH:10]1[CH:11]2[CH2:19][CH:15]3[CH2:14][CH:13]([CH2:18][CH:17]1[CH2:16]3)[CH2:12]2. The yield is 0.250. (8) The reactants are [C:1]([O:5][C:6]([NH:8][CH2:9][C:10]([OH:12])=O)=[O:7])([CH3:4])([CH3:3])[CH3:2].C1N=CN(C(N2C=NC=C2)=O)C=1.Cl.[CH3:26][NH:27][O:28][CH3:29].CCOC(C)=O. The catalyst is C(Cl)Cl. The product is [CH3:29][O:28][N:27]([CH3:26])[C:10]([CH2:9][NH:8][C:6](=[O:7])[O:5][C:1]([CH3:2])([CH3:3])[CH3:4])=[O:12]. The yield is 0.820.